This data is from Serine/threonine kinase 33 screen with 319,792 compounds. The task is: Binary Classification. Given a drug SMILES string, predict its activity (active/inactive) in a high-throughput screening assay against a specified biological target. (1) The molecule is Clc1c(OCc2oc(cc2)C(=O)Nc2nc(ccc2)C)ccc(Cl)c1. The result is 0 (inactive). (2) The molecule is s1c(c(NC(=O)c2c([N+]([O-])=O)cccc2)cc1)C(OC)=O. The result is 0 (inactive).